Dataset: Reaction yield outcomes from USPTO patents with 853,638 reactions. Task: Predict the reaction yield, written as a fraction of the theoretical maximum amount of product (1.0 means a 100% yield; for example, 0.34 means a 34% yield). (1) The reactants are Br[C:2]1[CH:3]=[C:4]2[C:8](=[CH:9][CH:10]=1)[N:7]([CH:11]1[CH2:16][CH2:15][CH2:14][CH2:13][O:12]1)[N:6]=[C:5]2[C:17]1[N:22]=[C:21]([N:23]2[CH2:28][CH2:27][CH:26]([NH:29][C:30](=[O:36])[O:31][C:32]([CH3:35])([CH3:34])[CH3:33])[CH2:25][CH2:24]2)[CH:20]=[N:19][CH:18]=1.CC1(C)C(C)(C)OB([C:45]2[CH:46]=[C:47]3[C:53]([C:54]([F:57])([F:56])[F:55])=[N:52][NH:51][C:48]3=[N:49][CH:50]=2)O1.C([O-])([O-])=O.[Na+].[Na+]. The catalyst is O1CCOCC1.C1C=CC(P(C2C=CC=CC=2)[C-]2C=CC=C2)=CC=1.C1C=CC(P(C2C=CC=CC=2)[C-]2C=CC=C2)=CC=1.Cl[Pd]Cl.[Fe+2]. The product is [O:12]1[CH2:13][CH2:14][CH2:15][CH2:16][CH:11]1[N:7]1[C:8]2[C:4](=[CH:3][C:2]([C:45]3[CH:46]=[C:47]4[C:53]([C:54]([F:57])([F:56])[F:55])=[N:52][NH:51][C:48]4=[N:49][CH:50]=3)=[CH:10][CH:9]=2)[C:5]([C:17]2[N:22]=[C:21]([N:23]3[CH2:28][CH2:27][CH:26]([NH:29][C:30](=[O:36])[O:31][C:32]([CH3:34])([CH3:35])[CH3:33])[CH2:25][CH2:24]3)[CH:20]=[N:19][CH:18]=2)=[N:6]1. The yield is 0.520. (2) The reactants are [C:1]([O:4][CH2:5][C:6]1[C:11](B2OC(C)(C)C(C)(C)O2)=[CH:10][C:9]([F:21])=[CH:8][C:7]=1[N:22]1[CH2:34][CH2:33][N:25]2[C:26]3[CH2:27][CH2:28][CH2:29][CH2:30][C:31]=3[CH:32]=[C:24]2[C:23]1=[O:35])(=[O:3])[CH3:2].Br[C:37]1[CH:38]=[C:39]([NH:45][C:46]2[CH:51]=[CH:50][C:49]([N:52]3[CH2:57][CH2:56][N:55]([CH3:58])[C@@H:54]([CH3:59])[CH2:53]3)=[CH:48][N:47]=2)[C:40](=[O:44])[N:41]([CH3:43])[CH:42]=1. No catalyst specified. The product is [C:1]([O:4][CH2:5][C:6]1[C:7]([N:22]2[CH2:34][CH2:33][N:25]3[C:26]4[CH2:27][CH2:28][CH2:29][CH2:30][C:31]=4[CH:32]=[C:24]3[C:23]2=[O:35])=[CH:8][C:9]([F:21])=[CH:10][C:11]=1[C:37]1[CH:38]=[C:39]([NH:45][C:46]2[CH:51]=[CH:50][C:49]([N:52]3[CH2:57][CH2:56][N:55]([CH3:58])[C@@H:54]([CH3:59])[CH2:53]3)=[CH:48][N:47]=2)[C:40](=[O:44])[N:41]([CH3:43])[CH:42]=1)(=[O:3])[CH3:2]. The yield is 0.590. (3) The catalyst is ClCCl. The reactants are [CH3:1][CH:2]1[CH2:6][CH2:5][CH2:4][NH:3]1.[CH2:7]([O:9][C:10](=[O:27])[C:11]1[CH:19]=[C:18]([C:20](=[O:26])[N:21]([CH3:25])[CH2:22][CH2:23][CH3:24])[CH:17]=[C:13]([C:14](O)=[O:15])[CH:12]=1)[CH3:8].ON1C2C=CC=CC=2N=N1.C(N=C=NC(C)C)(C)C. The product is [CH2:7]([O:9][C:10](=[O:27])[C:11]1[CH:12]=[C:13]([C:14]([N:3]2[CH2:4][CH2:5][CH2:6][CH:2]2[CH3:1])=[O:15])[CH:17]=[C:18]([C:20]([N:21]([CH3:25])[CH2:22][CH2:23][CH3:24])=[O:26])[CH:19]=1)[CH3:8]. The yield is 0.280. (4) The reactants are C([O:3][C:4]([C:6]1[N:7]([C:15]2[CH:20]=[CH:19][C:18]([CH3:21])=[CH:17][CH:16]=2)[N:8]=[C:9]([C:11]([CH3:14])([CH3:13])[CH3:12])[CH:10]=1)=O)C.C1COCC1.CC(C[AlH]CC(C)C)C. The catalyst is C(OCC)C. The product is [C:11]([C:9]1[CH:10]=[C:6]([CH2:4][OH:3])[N:7]([C:15]2[CH:16]=[CH:17][C:18]([CH3:21])=[CH:19][CH:20]=2)[N:8]=1)([CH3:14])([CH3:12])[CH3:13]. The yield is 0.960. (5) The reactants are [Cl:1][C:2]1[C:3]([F:31])=[C:4]([C@@H:8]2[C@:12]([C:15]3[CH:20]=[CH:19][C:18]([Cl:21])=[CH:17][C:16]=3[F:22])([C:13]#[N:14])[C@H:11]([CH2:23][C:24]([CH3:27])([CH3:26])[CH3:25])[NH:10][C@H:9]2[C:28]([OH:30])=O)[CH:5]=[CH:6][CH:7]=1.[NH2:32][C:33]1[CH:38]=[CH:37][C:36]([CH2:39][C:40]([O:42][CH3:43])=[O:41])=[CH:35][CH:34]=1.CN(C(ON1N=NC2C=CC=NC1=2)=[N+](C)C)C.F[P-](F)(F)(F)(F)F.CCN(C(C)C)C(C)C. The catalyst is C(Cl)Cl. The product is [CH3:43][O:42][C:40](=[O:41])[CH2:39][C:36]1[CH:37]=[CH:38][C:33]([NH:32][C:28]([C@H:9]2[C@H:8]([C:4]3[CH:5]=[CH:6][CH:7]=[C:2]([Cl:1])[C:3]=3[F:31])[C@:12]([C:15]3[CH:20]=[CH:19][C:18]([Cl:21])=[CH:17][C:16]=3[F:22])([C:13]#[N:14])[C@H:11]([CH2:23][C:24]([CH3:27])([CH3:25])[CH3:26])[NH:10]2)=[O:30])=[CH:34][CH:35]=1. The yield is 0.697. (6) The reactants are [C:1]([C:3]1[CH:8]=[CH:7][C:6]([C:9]2(C(O)=O)[CH2:12][C:11]([F:14])([F:13])[CH2:10]2)=[CH:5][CH:4]=1)#[N:2].C1C=CC(P([N:32]=[N+]=[N-])(C2C=CC=CC=2)=O)=CC=1.[Cl:35][C:36]1[CH:37]=[C:38]([C:43]2[C:51]([C:52]([NH2:54])=[O:53])=[C:46]3[CH2:47][NH:48][CH2:49][CH2:50][N:45]3[N:44]=2)[CH:39]=[CH:40][C:41]=1[F:42].C1[CH2:59][O:58]CC1. The catalyst is C1(C)C=CC=CC=1.CCOC(C)=O. The yield is 0.320. The product is [Cl:35][C:36]1[CH:37]=[C:38]([C:43]2[C:51]([C:52]([NH2:54])=[O:53])=[C:46]3[CH2:47][N:48]([C:59]([NH:32][C:9]4([C:6]5[CH:5]=[CH:4][C:3]([C:1]#[N:2])=[CH:8][CH:7]=5)[CH2:10][C:11]([F:13])([F:14])[CH2:12]4)=[O:58])[CH2:49][CH2:50][N:45]3[N:44]=2)[CH:39]=[CH:40][C:41]=1[F:42]. (7) The reactants are [NH2:1][C@@H:2]1[CH2:7][CH2:6][C@@H:5]([CH2:8][C:9]([O:11][CH3:12])=[O:10])[CH2:4][C@H:3]1[C:13]1[CH:18]=[CH:17][C:16]([C:19]([F:22])([F:21])[F:20])=[CH:15][CH:14]=1.[CH:23]1([CH:28]=O)[CH2:27][CH2:26][CH2:25][CH2:24]1.[BH4-].[Na+]. The catalyst is CO. The product is [CH:23]1([CH2:28][NH:1][C@@H:2]2[CH2:7][CH2:6][C@@H:5]([CH2:8][C:9]([O:11][CH3:12])=[O:10])[CH2:4][C@H:3]2[C:13]2[CH:18]=[CH:17][C:16]([C:19]([F:20])([F:21])[F:22])=[CH:15][CH:14]=2)[CH2:27][CH2:26][CH2:25][CH2:24]1. The yield is 0.950. (8) The reactants are [CH2:1]([O:3][C:4]1[CH:10]=[CH:9][CH:8]=[CH:7][C:5]=1[NH2:6])[CH3:2].P(=O)(O)(O)O.[N+]([O-])(O)=O.[N:20]([O-])=O.[Na+].C([O-])(=O)C.[K+].[C:29]([CH2:32][C:33](=[O:35])[CH3:34])(=[O:31])[CH3:30]. The catalyst is O.C(O)C. The product is [CH2:1]([O:3][C:4]1[CH:10]=[CH:9][CH:8]=[CH:7][C:5]=1[NH:6][N:20]=[C:32]([C:33](=[O:35])[CH3:34])[C:29](=[O:31])[CH3:30])[CH3:2]. The yield is 0.550. (9) The reactants are [CH3:1][C:2]1[CH:7]=[CH:6][N:5]=[CH:4][C:3]=1[NH2:8].[Cl:9][CH2:10][C:11]([N:14]=[C:15]=[O:16])([CH3:13])[CH3:12].CO. The catalyst is C1(C)C=CC=CC=1.C(Cl)(Cl)Cl. The product is [Cl:9][CH2:10][C:11]([NH:14][C:15]([NH:8][C:3]1[CH:4]=[N:5][CH:6]=[CH:7][C:2]=1[CH3:1])=[O:16])([CH3:13])[CH3:12]. The yield is 0.877.